Dataset: Plasma protein binding rate (PPBR) regression data from AstraZeneca. Task: Regression/Classification. Given a drug SMILES string, predict its absorption, distribution, metabolism, or excretion properties. Task type varies by dataset: regression for continuous measurements (e.g., permeability, clearance, half-life) or binary classification for categorical outcomes (e.g., BBB penetration, CYP inhibition). For this dataset (ppbr_az), we predict Y. (1) The drug is Cc1ccc(CO)cc1N(C)c1ccnc(Nc2cc(N3CCCOCC3)cc(N3CCOCC3)c2)n1. The Y is 94.4 %. (2) The compound is COc1ccc2c(c1)N(CCN1CCC(NCc3ccc4c(n3)NC(=O)CO4)CC1)C(=O)CC2. The Y is 95.8 %.